Task: Predict the product of the given reaction.. Dataset: Forward reaction prediction with 1.9M reactions from USPTO patents (1976-2016) (1) Given the reactants [Br:1][C:2]1[C:3]2[O:12][C:11]([C:13]3[CH:18]=[CH:17][C:16]([C:19]4([NH:23]C(=O)OC(C)(C)C)[CH2:22][CH2:21][CH2:20]4)=[CH:15][CH:14]=3)=[C:10]([C:31]3[CH:36]=[CH:35][CH:34]=[CH:33][CH:32]=3)[C:4]=2[C:5]([O:8]C)=[N:6][CH:7]=1.Cl, predict the reaction product. The product is: [NH2:23][C:19]1([C:16]2[CH:15]=[CH:14][C:13]([C:11]3[O:12][C:3]4[C:2]([Br:1])=[CH:7][NH:6][C:5](=[O:8])[C:4]=4[C:10]=3[C:31]3[CH:36]=[CH:35][CH:34]=[CH:33][CH:32]=3)=[CH:18][CH:17]=2)[CH2:22][CH2:21][CH2:20]1. (2) The product is: [N+:29]([C:25]1[N:24]=[C:23]([N:4]2[CH2:5][CH2:6][N:1]([CH2:7][CH2:8][CH2:9][CH2:10][N:11]3[C:19](=[O:20])[C:18]4[C:13](=[CH:14][CH:15]=[CH:16][CH:17]=4)[C:12]3=[O:21])[CH2:2][CH2:3]2)[CH:28]=[CH:27][CH:26]=1)([O-:31])=[O:30]. Given the reactants [N:1]1([CH2:7][CH2:8][CH2:9][CH2:10][N:11]2[C:19](=[O:20])[C:18]3[C:13](=[CH:14][CH:15]=[CH:16][CH:17]=3)[C:12]2=[O:21])[CH2:6][CH2:5][NH:4][CH2:3][CH2:2]1.Cl[C:23]1[CH:28]=[CH:27][CH:26]=[C:25]([N+:29]([O-:31])=[O:30])[N:24]=1.C(N(C(C)C)CC)(C)C, predict the reaction product. (3) Given the reactants Cl[CH2:2][CH2:3][O:4][C:5]1[CH:10]=[CH:9][CH:8]=[CH:7][C:6]=1[C:11]1([NH:15][C:16]2[C:17](=[O:35])[N:18]([C:22]3[CH:23]=[C:24]([CH:31]=[CH:32][C:33]=3[CH3:34])[C:25]([NH:27][CH:28]3[CH2:30][CH2:29]3)=[O:26])[CH:19]=[CH:20][N:21]=2)[CH2:14][CH2:13][CH2:12]1.[CH2:36]([CH2:38][NH2:39])[OH:37], predict the reaction product. The product is: [CH:28]1([NH:27][C:25](=[O:26])[C:24]2[CH:31]=[CH:32][C:33]([CH3:34])=[C:22]([N:18]3[CH:19]=[CH:20][N:21]=[C:16]([NH:15][C:11]4([C:6]5[CH:7]=[CH:8][CH:9]=[CH:10][C:5]=5[O:4][CH2:3][CH2:2][NH:39][CH2:38][CH2:36][OH:37])[CH2:14][CH2:13][CH2:12]4)[C:17]3=[O:35])[CH:23]=2)[CH2:30][CH2:29]1. (4) Given the reactants O[CH2:2][C:3]1[CH:4]=[C:5]([C:21]([NH:23][CH2:24][C:25]2[CH:30]=[CH:29][C:28]([S:31]([CH3:34])(=[O:33])=[O:32])=[CH:27][CH:26]=2)=[O:22])[C:6](=[O:20])[N:7]([C:10]2[CH:15]=[CH:14][CH:13]=[C:12]([C:16]([F:19])([F:18])[F:17])[CH:11]=2)[C:8]=1[CH3:9].S(Cl)([Cl:37])=O, predict the reaction product. The product is: [Cl:37][CH2:2][C:3]1[CH:4]=[C:5]([C:21]([NH:23][CH2:24][C:25]2[CH:30]=[CH:29][C:28]([S:31]([CH3:34])(=[O:33])=[O:32])=[CH:27][CH:26]=2)=[O:22])[C:6](=[O:20])[N:7]([C:10]2[CH:15]=[CH:14][CH:13]=[C:12]([C:16]([F:19])([F:18])[F:17])[CH:11]=2)[C:8]=1[CH3:9]. (5) Given the reactants [C:1]([O:5][C:6](=[O:16])[NH:7][C@H:8]([CH2:12][N:13]=[N+]=[N-])[CH:9]([CH3:11])[CH3:10])([CH3:4])([CH3:3])[CH3:2].[N+:17]([C:20]1[CH:30]=[CH:29][C:23]([CH2:24][O:25][C:26](Cl)=[O:27])=[CH:22][CH:21]=1)([O-:19])=[O:18].C(N(CC)CC)C, predict the reaction product. The product is: [N+:17]([C:20]1[CH:21]=[CH:22][C:23]([CH2:24][O:25][C:26](=[O:27])[NH:13][CH2:12][C@@H:8]([NH:7][C:6]([O:5][C:1]([CH3:4])([CH3:3])[CH3:2])=[O:16])[CH:9]([CH3:11])[CH3:10])=[CH:29][CH:30]=1)([O-:19])=[O:18]. (6) The product is: [CH:19]1([NH:24][C:25]([NH:18][C:10]2[CH:9]=[CH:8][C:13]([S:14]([NH2:17])(=[O:15])=[O:16])=[CH:12][CH:11]=2)=[O:26])[CH2:23][CH2:22][CH2:21][CH2:20]1. Given the reactants NC1C=CC([C:8]2[C:13]([S:14]([NH2:17])(=[O:16])=[O:15])=[CH:12][CH:11]=[C:10]([NH2:18])[CH:9]=2)=CC=1.[CH:19]1([N:24]=[C:25]=[O:26])[CH2:23][CH2:22][CH2:21][CH2:20]1.[K+].[Br-].NC(N)=O, predict the reaction product.